Dataset: Tyrosyl-DNA phosphodiesterase HTS with 341,365 compounds. Task: Binary Classification. Given a drug SMILES string, predict its activity (active/inactive) in a high-throughput screening assay against a specified biological target. (1) The molecule is o1c(CN2C(=O)c3c(C2=O)ccc(c3)C(=O)Nc2cc(O)ccc2)ccc1. The result is 0 (inactive). (2) The compound is S(=O)(=O)(N(c1c(CC)cccc1)CC(O)=O)C. The result is 0 (inactive). (3) The compound is S(=O)(=O)(CCC(=O)Nc1cc(OC)c(OC)cc1)c1cc2NC(=O)C(Sc2cc1)C. The result is 0 (inactive). (4) The drug is O(c1cc(c2nccc3c2cc(OC)c(OC)c3)cc(OCC)c1OCC)CC. The result is 0 (inactive). (5) The molecule is S(CCCC(O)=O)c1n(c2ccccc2)ccn1. The result is 0 (inactive).